From a dataset of Catalyst prediction with 721,799 reactions and 888 catalyst types from USPTO. Predict which catalyst facilitates the given reaction. (1) Reactant: [F:1][C:2]1[CH:20]=[C:19]([F:21])[CH:18]=[CH:17][C:3]=1[CH2:4][CH:5]1[C:12]2[CH:11]=[C:10]([C:13]([O:15]C)=[O:14])[NH:9][C:8]=2[CH2:7][CH2:6]1.[OH-].[Li+].CO. Product: [F:1][C:2]1[CH:20]=[C:19]([F:21])[CH:18]=[CH:17][C:3]=1[CH2:4][CH:5]1[C:12]2[CH:11]=[C:10]([C:13]([OH:15])=[O:14])[NH:9][C:8]=2[CH2:7][CH2:6]1. The catalyst class is: 1. (2) Reactant: [H-].[Na+].[NH:3]1[C:11]2[C:6](=[CH:7][CH:8]=[CH:9][CH:10]=2)[CH:5]=[N:4]1.[C:12]([O:16][C:17](=[O:27])[NH:18][CH:19]1[CH2:26][CH2:25][CH2:24][C:21]2([O:23][CH2:22]2)[CH2:20]1)([CH3:15])([CH3:14])[CH3:13]. Product: [N:3]1([CH2:22][C:21]2([OH:23])[CH2:24][CH2:25][CH2:26][C@@H:19]([NH:18][C:17](=[O:27])[O:16][C:12]([CH3:14])([CH3:13])[CH3:15])[CH2:20]2)[C:11]2[C:6](=[CH:7][CH:8]=[CH:9][CH:10]=2)[CH:5]=[N:4]1. The catalyst class is: 3. (3) Reactant: FC(F)(F)C([NH:5][C:6]1[CH:11]=[CH:10][C:9]([CH2:12][CH:13]2[CH2:18][CH2:17][N:16]([S:19]([C:22]3[CH:27]=[CH:26][CH:25]=[CH:24][CH:23]=3)(=[O:21])=[O:20])[CH2:15][CH2:14]2)=[CH:8][CH:7]=1)=O.[OH-].[Li+]. Product: [C:22]1([S:19]([N:16]2[CH2:17][CH2:18][CH:13]([CH2:12][C:9]3[CH:8]=[CH:7][C:6]([NH2:5])=[CH:11][CH:10]=3)[CH2:14][CH2:15]2)(=[O:20])=[O:21])[CH:27]=[CH:26][CH:25]=[CH:24][CH:23]=1. The catalyst class is: 24.